Task: Predict the product of the given reaction.. Dataset: Forward reaction prediction with 1.9M reactions from USPTO patents (1976-2016) Given the reactants C(Cl)(=O)C(Cl)=O.CS(C)=O.[OH:11][CH2:12][C:13]1([CH3:24])[CH2:18][CH2:17][N:16]([C:19]([O:21][CH2:22][CH3:23])=[O:20])[CH2:15][CH2:14]1.CCN(CC)CC.C([O-])(O)=O.[Na+], predict the reaction product. The product is: [CH:12]([C:13]1([CH3:24])[CH2:18][CH2:17][N:16]([C:19]([O:21][CH2:22][CH3:23])=[O:20])[CH2:15][CH2:14]1)=[O:11].